Dataset: Catalyst prediction with 721,799 reactions and 888 catalyst types from USPTO. Task: Predict which catalyst facilitates the given reaction. (1) Reactant: [C:1]([O:5][C:6]([NH:8][C@@:9]1([C:38]([O:40][C:41]([CH3:44])([CH3:43])[CH3:42])=[O:39])[C@H:14]([O:15][CH2:16][C:17]2[CH:22]=[CH:21][C:20]([Cl:23])=[C:19]([Cl:24])[CH:18]=2)[C@@H:13]([S:25][C:26]2[N:30]=[CH:29][NH:28][N:27]=2)[C@@H:12]2[C@H:10]1[C@H:11]2[C:31]([O:33][C:34]([CH3:37])([CH3:36])[CH3:35])=[O:32])=[O:7])([CH3:4])([CH3:3])[CH3:2].[CH3:45]C(C)([O-])C.[K+].CI.Cl. Product: [C:1]([O:5][C:6]([NH:8][C@@:9]1([C:38]([O:40][C:41]([CH3:44])([CH3:43])[CH3:42])=[O:39])[C@H:14]([O:15][CH2:16][C:17]2[CH:22]=[CH:21][C:20]([Cl:23])=[C:19]([Cl:24])[CH:18]=2)[C@@H:13]([S:25][C:26]2[N:30]=[CH:29][N:28]([CH3:45])[N:27]=2)[C@@H:12]2[C@H:10]1[C@H:11]2[C:31]([O:33][C:34]([CH3:35])([CH3:37])[CH3:36])=[O:32])=[O:7])([CH3:4])([CH3:2])[CH3:3]. The catalyst class is: 30. (2) Reactant: [F:1][C:2]1[CH:10]=[C:9]2[C:5]([C:6]([C:18]3[CH:19]=[CH:20][C:21]4[S:25](=[O:27])(=[O:26])[N:24]([CH:28]5[CH2:32][C:31](=[O:33])[NH:30][CH2:29]5)[CH:23]([CH3:34])[C:22]=4[CH:35]=3)=[CH:7][N:8]2C(OC(C)(C)C)=O)=[CH:4][CH:3]=1.C(O)(C(F)(F)F)=O. Product: [F:1][C:2]1[CH:10]=[C:9]2[C:5]([C:6]([C:18]3[CH:19]=[CH:20][C:21]4[S:25](=[O:27])(=[O:26])[N:24]([CH:28]5[CH2:29][NH:30][C:31](=[O:33])[CH2:32]5)[CH:23]([CH3:34])[C:22]=4[CH:35]=3)=[CH:7][NH:8]2)=[CH:4][CH:3]=1. The catalyst class is: 2.